Dataset: Catalyst prediction with 721,799 reactions and 888 catalyst types from USPTO. Task: Predict which catalyst facilitates the given reaction. (1) Reactant: CCN(C(C)C)C(C)C.C1C=CC2N(O)N=NC=2C=1.CCN=C=NCCCN(C)C.[S:31]1[C:35]2[CH:36]=[CH:37][CH:38]=[CH:39][C:34]=2[N:33]=[C:32]1[S:40][CH2:41][C:42]([OH:44])=O.[NH:45]1[CH2:51][CH2:50][CH2:49][C:48](=[O:52])[C:47]2[CH:53]=[CH:54][CH:55]=[CH:56][C:46]1=2. Product: [S:31]1[C:35]2[CH:36]=[CH:37][CH:38]=[CH:39][C:34]=2[N:33]=[C:32]1[S:40][CH2:41][C:42]([N:45]1[CH2:51][CH2:50][CH2:49][C:48](=[O:52])[C:47]2[CH:53]=[CH:54][CH:55]=[CH:56][C:46]1=2)=[O:44]. The catalyst class is: 2. (2) Product: [C:11]([C:12]([C:2]1[CH:7]=[CH:6][N:5]=[C:4]([C:8]([OH:10])=[O:9])[CH:3]=1)([CH3:14])[CH3:13])#[N:15]. Reactant: Cl[C:2]1[CH:7]=[CH:6][N:5]=[C:4]([C:8]([OH:10])=[O:9])[CH:3]=1.[C:11](#[N:15])[CH:12]([CH3:14])[CH3:13].[Li+].C[Si]([N-][Si](C)(C)C)(C)C. The catalyst class is: 1. (3) Reactant: [CH3:1][O:2][CH2:3][CH2:4][O:5][C:6]1[CH:26]=[CH:25][C:9]([O:10][C:11]2[CH:16]=[C:15]([CH3:17])[C:14]([C:18]3[N:19]=[C:20]([NH2:23])[S:21][CH:22]=3)=[C:13]([CH3:24])[CH:12]=2)=[CH:8][CH:7]=1.C(N(CC)CC)C.Cl.[C:35](Cl)(=[O:42])[C:36]1[CH:41]=[CH:40][N:39]=[CH:38][CH:37]=1. Product: [CH3:1][O:2][CH2:3][CH2:4][O:5][C:6]1[CH:7]=[CH:8][C:9]([O:10][C:11]2[CH:16]=[C:15]([CH3:17])[C:14]([C:18]3[N:19]=[C:20]([NH:23][C:35](=[O:42])[C:36]4[CH:41]=[CH:40][N:39]=[CH:38][CH:37]=4)[S:21][CH:22]=3)=[C:13]([CH3:24])[CH:12]=2)=[CH:25][CH:26]=1. The catalyst class is: 2. (4) Reactant: Br[CH2:2][CH2:3][CH2:4][N:5]1[C:13]([S:14][C:15]2[CH:20]=[C:19]([Cl:21])[CH:18]=[C:17]([Cl:22])[CH:16]=2)=[N:12][C:11]2[C:6]1=[N:7][CH:8]=[N:9][C:10]=2[NH2:23].[CH:24]1([C@@H:27]([NH2:29])[CH3:28])[CH2:26][CH2:25]1. Product: [CH:24]1([C@@H:27]([NH:29][CH2:2][CH2:3][CH2:4][N:5]2[C:13]([S:14][C:15]3[CH:20]=[C:19]([Cl:21])[CH:18]=[C:17]([Cl:22])[CH:16]=3)=[N:12][C:11]3[C:6]2=[N:7][CH:8]=[N:9][C:10]=3[NH2:23])[CH3:28])[CH2:26][CH2:25]1. The catalyst class is: 3. (5) Reactant: [Br:1][C:2]1[CH:7]=[CH:6][CH:5]=[C:4]([Cl:8])[C:3]=1[CH2:9][OH:10].[CH2:11]1[CH2:16][O:15][CH:14]=[CH:13][CH2:12]1.CC1C=CC(S(O)(=O)=O)=CC=1. Product: [Br:1][C:2]1[CH:7]=[CH:6][CH:5]=[C:4]([Cl:8])[C:3]=1[CH2:9][O:10][CH:14]1[CH2:13][CH2:12][CH2:11][CH2:16][O:15]1. The catalyst class is: 1. (6) Reactant: [CH3:1][O:2][C:3]1[CH:8]=[CH:7][CH:6]=[CH:5][C:4]=1[C:9]([CH:11]([CH2:16][CH2:17][C:18]1[CH:23]=[CH:22][CH:21]=[CH:20][CH:19]=1)[C:12]([O:14][CH3:15])=[O:13])=O.C([O-])(=O)C.[NH4+:28].C(O)(=O)C. Product: [NH2:28]/[C:9](/[C:4]1[CH:5]=[CH:6][CH:7]=[CH:8][C:3]=1[O:2][CH3:1])=[C:11](/[CH2:16][CH2:17][C:18]1[CH:23]=[CH:22][CH:21]=[CH:20][CH:19]=1)\[C:12]([O:14][CH3:15])=[O:13]. The catalyst class is: 11. (7) Reactant: Cl[CH2:2][C:3]1[O:4][C:5]2[C:6](=[C:8]([C:12]([O:14][CH3:15])=[O:13])[CH:9]=[CH:10][CH:11]=2)[N:7]=1.[CH2:16]([NH:18][CH2:19][CH3:20])[CH3:17]. Product: [CH2:16]([N:18]([CH2:2][C:3]1[O:4][C:5]2[C:6](=[C:8]([C:12]([O:14][CH3:15])=[O:13])[CH:9]=[CH:10][CH:11]=2)[N:7]=1)[CH2:19][CH3:20])[CH3:17]. The catalyst class is: 1. (8) Reactant: [CH2:1]([O:8][C:9]1[CH:14]=[C:13]([CH:15](Br)[CH:16]([Br:23])[C:17]2[CH:22]=[CH:21][CH:20]=[CH:19][CH:18]=2)[CH:12]=[CH:11][C:10]=1[N:25]1[S:29](=[O:31])(=[O:30])[NH:28][C:27](=[O:32])[CH2:26]1)[C:2]1[CH:7]=[CH:6][CH:5]=[CH:4][CH:3]=1.[CH3:33][O-:34].[Na+]. Product: [CH2:1]([O:8][C:9]1[CH:14]=[C:13]([CH:15]([O:34][CH3:33])[CH:16]([Br:23])[C:17]2[CH:22]=[CH:21][CH:20]=[CH:19][CH:18]=2)[CH:12]=[CH:11][C:10]=1[N:25]1[S:29](=[O:31])(=[O:30])[NH:28][C:27](=[O:32])[CH2:26]1)[C:2]1[CH:3]=[CH:4][CH:5]=[CH:6][CH:7]=1. The catalyst class is: 100.